This data is from Reaction yield outcomes from USPTO patents with 853,638 reactions. The task is: Predict the reaction yield, written as a fraction of the theoretical maximum amount of product (1.0 means a 100% yield; for example, 0.34 means a 34% yield). (1) The yield is 0.360. The catalyst is C1COCC1. The reactants are Cl[C:2]12[C:19](=[O:20])[C:18]3[C:13](=[CH:14][CH:15]=[CH:16][CH:17]=3)[C:3]1([OH:21])[O:4][C:5]1[CH:10]=[C:9]([CH3:11])[C:8]([CH3:12])=[CH:7][C:6]=12.[CH3:22][NH2:23]. The product is [OH:21][C:3]12[C:13]3[C:18](=[CH:17][CH:16]=[CH:15][CH:14]=3)[C:19](=[O:20])[C:2]1([NH:23][CH3:22])[C:6]1[CH:7]=[C:8]([CH3:12])[C:9]([CH3:11])=[CH:10][C:5]=1[O:4]2. (2) The reactants are [C:1]([O:5][C:6]([N:8]1[CH2:13][CH2:12][CH:11]([C:14]2[C:23]3[C:18](=[CH:19][C:20](F)=[C:21]([F:24])[CH:22]=3)[N:17]=[CH:16][N:15]=2)[CH2:10][CH2:9]1)=[O:7])([CH3:4])([CH3:3])[CH3:2].[NH:26]1[CH2:31][CH2:30][O:29][CH2:28][CH2:27]1. The catalyst is C1COCC1.CS(C)=O. The product is [C:1]([O:5][C:6]([N:8]1[CH2:13][CH2:12][CH:11]([C:14]2[C:23]3[C:18](=[CH:19][C:20]([N:26]4[CH2:31][CH2:30][O:29][CH2:28][CH2:27]4)=[C:21]([F:24])[CH:22]=3)[N:17]=[CH:16][N:15]=2)[CH2:10][CH2:9]1)=[O:7])([CH3:2])([CH3:3])[CH3:4]. The yield is 0.890. (3) The reactants are Cl.[CH2:2]([O:4][C:5](=[O:27])[C@@H:6]([O:24][CH2:25][CH3:26])[CH2:7][C:8]1[CH:13]=[CH:12][C:11]([O:14][CH2:15][CH2:16][C:17]2[CH:22]=[CH:21][C:20]([NH2:23])=[CH:19][CH:18]=2)=[CH:10][CH:9]=1)[CH3:3].ClCCl.[CH3:31][S:32](Cl)(=[O:34])=[O:33].C(N(CC)CC)C. The catalyst is C(OCC)(=O)C. The product is [CH2:2]([O:4][C:5](=[O:27])[C@@H:6]([O:24][CH2:25][CH3:26])[CH2:7][C:8]1[CH:13]=[CH:12][C:11]([O:14][CH2:15][CH2:16][C:17]2[CH:18]=[CH:19][C:20]([NH:23][S:32]([CH3:31])(=[O:34])=[O:33])=[CH:21][CH:22]=2)=[CH:10][CH:9]=1)[CH3:3]. The yield is 0.328. (4) The catalyst is FC(F)(F)C(O)=O. The reactants are C(OC([N:8]1[CH2:13][CH2:12][CH:11]([O:14][C:15]2[CH:24]=[C:23]([O:25][CH3:26])[CH:22]=[C:21]3[C:16]=2[C:17]([NH:27][C:28]2[CH:33]=[CH:32][C:31]([F:34])=[C:30]([Cl:35])[CH:29]=2)=[N:18][CH:19]=[N:20]3)[CH2:10][CH2:9]1)=O)(C)(C)C. The product is [Cl:35][C:30]1[CH:29]=[C:28]([CH:33]=[CH:32][C:31]=1[F:34])[NH:27][C:17]1[C:16]2[C:21](=[CH:22][C:23]([O:25][CH3:26])=[CH:24][C:15]=2[O:14][CH:11]2[CH2:10][CH2:9][NH:8][CH2:13][CH2:12]2)[N:20]=[CH:19][N:18]=1. The yield is 0.810. (5) The yield is 0.900. The product is [CH2:6]([O:13][C:14]1[CH:21]=[CH:20][C:17]([CH:18]=[O:35])=[C:16]([NH:22][CH2:23][C@H:24]([OH:26])[CH3:25])[CH:15]=1)[C:7]1[CH:12]=[CH:11][CH:10]=[CH:9][CH:8]=1. The reactants are O.[PH2]([O-])=O.[Na+].[CH2:6]([O:13][C:14]1[CH:21]=[CH:20][C:17]([C:18]#N)=[C:16]([NH:22][CH2:23][C@H:24]([OH:26])[CH3:25])[CH:15]=1)[C:7]1[CH:12]=[CH:11][CH:10]=[CH:9][CH:8]=1.N1C=CC=CC=1CC(O)=[O:35].O. The catalyst is [Ni].